This data is from Full USPTO retrosynthesis dataset with 1.9M reactions from patents (1976-2016). The task is: Predict the reactants needed to synthesize the given product. (1) Given the product [C:1]([C:3]1[CH:4]=[CH:5][C:6]([C:9]2[C:10]([C:15]#[N:16])=[C:11]([I:17])[NH:12][C:13]=2[CH3:14])=[CH:7][CH:8]=1)#[N:2], predict the reactants needed to synthesize it. The reactants are: [C:1]([C:3]1[CH:8]=[CH:7][C:6]([C:9]2[C:10]([C:15]#[N:16])=[CH:11][NH:12][C:13]=2[CH3:14])=[CH:5][CH:4]=1)#[N:2].[I:17]N1C(=O)CCC1=O.[Cl-].[Na+]. (2) Given the product [CH3:30][C@@:24]1([C:19]2[CH:18]=[CH:17][C:16]3[C:21](=[CH:22][CH:23]=[C:14]([O:12][CH:3]4[CH2:2][CH2:1][C:6]5([CH2:7][CH2:8][CH2:9][CH2:10][CH2:11]5)[CH2:5][CH2:4]4)[CH:15]=3)[CH:20]=2)[CH2:28][O:27][C:26](=[O:29])[NH:25]1, predict the reactants needed to synthesize it. The reactants are: [CH2:1]1[C:6]2([CH2:11][CH2:10][CH2:9][CH2:8][CH2:7]2)[CH2:5][CH2:4][CH:3]([OH:12])[CH2:2]1.O[C:14]1[CH:15]=[C:16]2[C:21](=[CH:22][CH:23]=1)[CH:20]=[C:19]([C@:24]1([CH3:30])[CH2:28][O:27][C:26](=[O:29])[NH:25]1)[CH:18]=[CH:17]2.C1(P(C2C=CC=CC=2)C2C=CC=CC=2)C=CC=CC=1.O1CCCC1.N(C(OC(C)C)=O)=NC(OC(C)C)=O. (3) Given the product [Br:1][C:2]1[N:7]=[C:6]([CH2:8][O:9][C:33]2[CH:34]=[C:29]([C@H:22]([CH:19]3[CH2:20][CH2:21]3)[CH2:23][C:24]([O:26][CH2:27][CH3:28])=[O:25])[CH:30]=[CH:31][CH:32]=2)[CH:5]=[N:4][C:3]=1[C:10]1[CH:15]=[C:14]([O:16][CH3:17])[CH:13]=[CH:12][C:11]=1[F:18], predict the reactants needed to synthesize it. The reactants are: [Br:1][C:2]1[N:7]=[C:6]([CH2:8][OH:9])[CH:5]=[N:4][C:3]=1[C:10]1[CH:15]=[C:14]([O:16][CH3:17])[CH:13]=[CH:12][C:11]=1[F:18].[CH:19]1([C@@H:22]([C:29]2[CH:34]=[CH:33][CH:32]=[C:31](O)[CH:30]=2)[CH2:23][C:24]([O:26][CH2:27][CH3:28])=[O:25])[CH2:21][CH2:20]1.C1C=CC(P(C2C=CC=CC=2)C2C=CC=CC=2)=CC=1.CCOC(/N=N/C(OCC)=O)=O. (4) Given the product [Br:1][C:2]1[CH:3]=[C:4]([F:14])[CH:5]=[C:6]2[C:11]=1[N:10]=[C:9]([CH:12]=[O:13])[CH:8]=[CH:7]2, predict the reactants needed to synthesize it. The reactants are: [Br:1][C:2]1[CH:3]=[C:4]([F:14])[CH:5]=[C:6]2[C:11]=1[N:10]=[C:9]([CH2:12][OH:13])[CH:8]=[CH:7]2.CS(C)=O.C(N(CC)CC)C.S(=O)(=O)=O.N1C=CC=CC=1. (5) Given the product [Br:3][C:4]1[CH:9]=[CH:8][C:7]([N:10]2[CH2:15][CH2:14][CH2:13][C@H:12]([NH:16][C:17](=[O:24])[CH2:18][C:19]([OH:21])=[O:20])[CH2:11]2)=[C:6]([F:25])[CH:5]=1, predict the reactants needed to synthesize it. The reactants are: [OH-].[Li+].[Br:3][C:4]1[CH:9]=[CH:8][C:7]([N:10]2[CH2:15][CH2:14][CH2:13][C@H:12]([NH:16][C:17](=[O:24])[CH2:18][C:19]([O:21]CC)=[O:20])[CH2:11]2)=[C:6]([F:25])[CH:5]=1. (6) Given the product [NH2:3][C:4]1[N:8]([CH3:9])[N:7]=[CH:6][C:5]=1[CH2:10][NH2:11], predict the reactants needed to synthesize it. The reactants are: Cl.Cl.[NH2:3][C:4]1[N:8]([CH3:9])[N:7]=[CH:6][C:5]=1[CH2:10][NH2:11].C[O-].[Na+]. (7) Given the product [I:12][C:5]1[CH:4]=[C:3]([C:2]([F:10])([F:11])[F:1])[CH:8]=[CH:7][C:6]=1[NH2:9], predict the reactants needed to synthesize it. The reactants are: [F:1][C:2]([F:11])([F:10])[C:3]1[CH:8]=[CH:7][C:6]([NH2:9])=[CH:5][CH:4]=1.[I:12]Cl.